This data is from Forward reaction prediction with 1.9M reactions from USPTO patents (1976-2016). The task is: Predict the product of the given reaction. (1) Given the reactants [C:1]([OH:5])(=[O:4])[CH:2]=O.[CH3:6][C:7](=[O:13])[CH2:8][CH2:9][CH2:10][CH2:11][CH3:12], predict the reaction product. The product is: [CH2:9]([C:8]([C:7](=[O:13])[CH3:6])=[CH:2][C:1]([OH:5])=[O:4])[CH2:10][CH2:11][CH3:12]. (2) The product is: [C:12]([O:11][C:9]([NH:16][C@@:17]12[CH2:24][C:23](=[CH2:25])[CH2:22][C@@H:21]1[CH2:20][N:19]([C@@H:26]([C:28]1[CH:33]=[CH:32][CH:31]=[CH:30][CH:29]=1)[CH3:27])[CH2:18]2)=[O:10])([CH3:13])([CH3:14])[CH3:15]. Given the reactants [C:9](O[C:9]([O:11][C:12]([CH3:15])([CH3:14])[CH3:13])=[O:10])([O:11][C:12]([CH3:15])([CH3:14])[CH3:13])=[O:10].[NH2:16][C@@:17]12[CH2:24][C:23](=[CH2:25])[CH2:22][C@@H:21]1[CH2:20][N:19]([C@@H:26]([C:28]1[CH:33]=[CH:32][CH:31]=[CH:30][CH:29]=1)[CH3:27])[CH2:18]2, predict the reaction product. (3) The product is: [Br:16][C:14]1[N:13]([CH:17]([CH3:18])[CH3:19])[C:12]2[CH:20]([C:29]3[CH:34]=[CH:33][C:32]([C:35]#[N:36])=[CH:31][CH:30]=3)[N:21]([C:22]3[N:23]([CH3:28])[N:24]=[C:25]([CH3:27])[CH:26]=3)[C:9](=[O:8])[C:11]=2[CH:15]=1. Given the reactants [Cl-].C([Al+]CC)C.C[O:8][C:9]([C:11]1[CH:15]=[C:14]([Br:16])[N:13]([CH:17]([CH3:19])[CH3:18])[C:12]=1[CH:20]([C:29]1[CH:34]=[CH:33][C:32]([C:35]#[N:36])=[CH:31][CH:30]=1)[NH:21][C:22]1[N:23]([CH3:28])[N:24]=[C:25]([CH3:27])[CH:26]=1)=O, predict the reaction product. (4) Given the reactants Cl[CH2:2][CH:3]([OH:11])[CH2:4][S:5][CH2:6][CH:7]([OH:10])[CH2:8]Cl.[OH-].[Na+], predict the reaction product. The product is: [O:10]1[CH2:8][CH:7]1[CH2:6][S:5][CH2:4][CH:3]1[O:11][CH2:2]1. (5) Given the reactants C([O:3][C:4](=[O:26])[CH2:5][CH:6]1[C:11](=[O:12])[NH:10][CH2:9][CH2:8][N:7]1[S:13]([C:16]1[CH:21]=[CH:20][C:19]([NH:22][C:23](=[O:25])[CH3:24])=[CH:18][CH:17]=1)(=[O:15])=[O:14])C.[Li+].[OH-].CCN(C(C)C)C(C)C, predict the reaction product. The product is: [C:23]([NH:22][C:19]1[CH:20]=[CH:21][C:16]([S:13]([N:7]2[CH2:8][CH2:9][NH:10][C:11](=[O:12])[CH:6]2[CH2:5][C:4]([OH:26])=[O:3])(=[O:14])=[O:15])=[CH:17][CH:18]=1)(=[O:25])[CH3:24]. (6) Given the reactants [C:1]([C:3]1([NH:6][C:7]([C@H:9]2[N:13]([C:14]([C:16]3([C:19]([F:22])([F:21])[F:20])[CH2:18][CH2:17]3)=[O:15])[CH2:12][C@@H:11](OS(C3C=CC=CC=3)(=O)=O)[CH2:10]2)=[O:8])[CH2:5][CH2:4]1)#[N:2].C(=O)([O-])[O-].[K+].[K+].[Cl:39][C:40]1[CH:45]=[C:44]([O:46][C@@H:47]([CH3:52])[C:48]([F:51])([F:50])[F:49])[CH:43]=[CH:42][C:41]=1[SH:53].O, predict the reaction product. The product is: [C:1]([C:3]1([NH:6][C:7]([C@@H:9]2[CH2:10][C@@H:11]([S:53][C:41]3[CH:42]=[CH:43][C:44]([O:46][C@@H:47]([CH3:52])[C:48]([F:49])([F:50])[F:51])=[CH:45][C:40]=3[Cl:39])[CH2:12][N:13]2[C:14]([C:16]2([C:19]([F:20])([F:22])[F:21])[CH2:18][CH2:17]2)=[O:15])=[O:8])[CH2:4][CH2:5]1)#[N:2].